From a dataset of Full USPTO retrosynthesis dataset with 1.9M reactions from patents (1976-2016). Predict the reactants needed to synthesize the given product. (1) Given the product [Br:1][C:2]1[CH:3]=[C:4]([I:13])[C:5]2[O:9][CH2:8][C:7]([CH3:10])([CH3:11])[C:6]=2[CH:12]=1, predict the reactants needed to synthesize it. The reactants are: [Br:1][C:2]1[CH:3]=[CH:4][C:5]2[O:9][CH2:8][C:7]([CH3:11])([CH3:10])[C:6]=2[CH:12]=1.[I:13]Cl.[OH-].[Na+].C([O-])([O-])=O.[Na+].[Na+]. (2) Given the product [CH3:16][C:11]1[C:10]2[C:15](=[C:2]([Sn:22]([CH3:25])([CH3:24])[CH3:23])[C:3]3[C:8]([N:9]=2)=[CH:7][CH:6]=[CH:5][CH:4]=3)[CH:14]=[CH:13][CH:12]=1, predict the reactants needed to synthesize it. The reactants are: Br[C:2]1[C:3]2[C:8]([N:9]=[C:10]3[C:15]=1[CH:14]=[CH:13][CH:12]=[C:11]3[CH3:16])=[CH:7][CH:6]=[CH:5][CH:4]=2.[Li]CCCC.[Sn:22](Cl)([CH3:25])([CH3:24])[CH3:23]. (3) Given the product [F:1][C:2]1[CH:3]=[C:4]([CH:32]=[CH:33][C:34]=1[F:35])[CH2:5][NH:6][C:7]([C:9]1[C:17]2[C:12](=[CH:13][C:14]([O:18][CH:19]([CH3:21])[CH3:20])=[CH:15][CH:16]=2)[N:11]([CH2:22][C:23]2[CH:28]=[CH:27][CH:26]=[CH:25][N:24]=2)[C:10]=1[C:29]([NH:36][CH2:37][CH2:38][OH:39])=[O:31])=[O:8], predict the reactants needed to synthesize it. The reactants are: [F:1][C:2]1[CH:3]=[C:4]([CH:32]=[CH:33][C:34]=1[F:35])[CH2:5][NH:6][C:7]([C:9]1[C:17]2[C:12](=[CH:13][C:14]([O:18][CH:19]([CH3:21])[CH3:20])=[CH:15][CH:16]=2)[N:11]([CH2:22][C:23]2[CH:28]=[CH:27][CH:26]=[CH:25][N:24]=2)[C:10]=1[C:29]([OH:31])=O)=[O:8].[NH2:36][CH2:37][CH2:38][OH:39].F[P-](F)(F)(F)(F)F.N1(O[P+](N(C)C)(N(C)C)N(C)C)C2C=CC=CC=2N=N1.CCN(C(C)C)C(C)C. (4) Given the product [C:14]([C:2]1[CH:3]=[C:4]2[C:9](=[CH:10][CH:11]=1)[N:8]=[CH:7][NH:6][C:5]2=[O:12])#[N:15], predict the reactants needed to synthesize it. The reactants are: I[C:2]1[CH:3]=[C:4]2[C:9](=[CH:10][CH:11]=1)[N:8]=[CH:7][NH:6][C:5]2=[O:12].[Cu][C:14]#[N:15]. (5) Given the product [Cl:1][C:2]1[CH:3]=[CH:4][C:5]([O:35][CH3:36])=[C:6]([CH:34]=1)[CH2:7][CH:8]1[C:14](=[O:15])[N:13]([C:16]([NH:18][C@H:19]([CH2:31][CH3:32])[C:20]([NH:22][C@@H:23]([CH2:39][CH:38]([CH3:41])[CH3:40])[C:24]([OH:26])=[O:25])=[O:21])=[O:17])[CH2:12][C:11](=[O:33])[NH:10][CH2:9]1, predict the reactants needed to synthesize it. The reactants are: [Cl:1][C:2]1[CH:3]=[CH:4][C:5]([O:35][CH3:36])=[C:6]([CH:34]=1)[CH2:7][CH:8]1[C:14](=[O:15])[N:13]([C:16]([NH:18][CH:19]([CH2:31][CH3:32])[C:20]([NH:22][CH2:23][C:24]([O:26]C(C)(C)C)=[O:25])=[O:21])=[O:17])[CH2:12][C:11](=[O:33])[NH:10][CH2:9]1.Cl.[C:38](OC(=O)CN)([CH3:41])([CH3:40])[CH3:39].C(OC(=O)[C@H](CC(C)C)N)(C)(C)C. (6) The reactants are: [Cl:1][C:2]1[CH:3]=[N:4][CH:5]=[C:6]([CH:11]=1)[C:7](Cl)=[N:8][OH:9].[C:12]([C:14]1[CH:15]=[C:16]([F:22])[C:17]([F:21])=[C:18]([F:20])[CH:19]=1)#[CH:13].N. Given the product [Cl:1][C:2]1[CH:11]=[C:6]([C:7]2[CH:13]=[C:12]([C:14]3[CH:15]=[C:16]([F:22])[C:17]([F:21])=[C:18]([F:20])[CH:19]=3)[O:9][N:8]=2)[CH:5]=[N:4][CH:3]=1, predict the reactants needed to synthesize it. (7) Given the product [CH3:2][O:3][C:4]([C:6]1([CH2:22][C:23]2[CH:28]=[CH:27][CH:26]=[CH:25][CH:24]=2)[C:11](=[O:12])[CH2:10][CH2:9][N:8]([CH2:13][C:14]2[CH:19]=[CH:18][CH:17]=[CH:16][CH:15]=2)[CH2:7]1)=[O:5], predict the reactants needed to synthesize it. The reactants are: Cl.[CH3:2][O:3][C:4]([CH:6]1[C:11](=[O:12])[CH2:10][CH2:9][N:8]([CH2:13][C:14]2[CH:19]=[CH:18][CH:17]=[CH:16][CH:15]=2)[CH2:7]1)=[O:5].[H-].[Na+].[CH2:22](Br)[C:23]1[CH:28]=[CH:27][CH:26]=[CH:25][CH:24]=1.O. (8) Given the product [C:1]([O:5][C:6]([N:8]1[CH2:9][CH2:10][CH:11]([C:14]2[CH:19]=[CH:18][C:17]([NH2:20])=[C:16]([N:23]3[CH2:28][CH2:27][CH:26]([CH3:29])[CH2:25][CH2:24]3)[CH:15]=2)[CH2:12][CH2:13]1)=[O:7])([CH3:4])([CH3:2])[CH3:3], predict the reactants needed to synthesize it. The reactants are: [C:1]([O:5][C:6]([N:8]1[CH2:13][CH:12]=[C:11]([C:14]2[CH:19]=[CH:18][C:17]([N+:20]([O-])=O)=[C:16]([N:23]3[CH2:28][CH2:27][CH:26]([CH3:29])[CH2:25][CH2:24]3)[CH:15]=2)[CH2:10][CH2:9]1)=[O:7])([CH3:4])([CH3:3])[CH3:2].